Dataset: Full USPTO retrosynthesis dataset with 1.9M reactions from patents (1976-2016). Task: Predict the reactants needed to synthesize the given product. (1) Given the product [CH3:25][O:24][CH2:23][CH2:22][CH2:21][N:6]1[C:5]2[CH:9]=[C:10]([CH3:13])[CH:11]=[CH:12][C:4]=2[O:3][C:2]([CH3:1])([C:14]2[CH:19]=[CH:18][CH:17]=[CH:16][CH:15]=2)[C:7]1=[O:8], predict the reactants needed to synthesize it. The reactants are: [CH3:1][C:2]1([C:14]2[CH:19]=[CH:18][CH:17]=[CH:16][CH:15]=2)[C:7](=[O:8])[NH:6][C:5]2[CH:9]=[C:10]([CH3:13])[CH:11]=[CH:12][C:4]=2[O:3]1.Cl[CH2:21][CH2:22][CH2:23][O:24][CH3:25].[F-].[K+].[I-].[K+]. (2) Given the product [OH:1][CH:2]1[CH2:7][CH2:6][CH:5]([NH:8][C:9]2[CH:16]=[C:15]([C:17]3[C:25]4[CH2:24][C:23]([CH3:26])([CH3:27])[CH2:22][C:21](=[O:28])[C:20]=4[N:19]([CH3:29])[CH:18]=3)[CH:14]=[CH:13][C:10]=2[C:11]([NH2:12])=[O:30])[CH2:4][CH2:3]1, predict the reactants needed to synthesize it. The reactants are: [OH:1][CH:2]1[CH2:7][CH2:6][CH:5]([NH:8][C:9]2[CH:16]=[C:15]([C:17]3[C:25]4[CH2:24][C:23]([CH3:27])([CH3:26])[CH2:22][C:21](=[O:28])[C:20]=4[N:19]([CH3:29])[CH:18]=3)[CH:14]=[CH:13][C:10]=2[C:11]#[N:12])[CH2:4][CH2:3]1.[OH:30]O.[OH-].[Na+].